Dataset: Full USPTO retrosynthesis dataset with 1.9M reactions from patents (1976-2016). Task: Predict the reactants needed to synthesize the given product. Given the product [O:1]1[CH2:5][CH2:4][O:3][CH:2]1[CH2:6][O:7][C:8]1[CH:13]=[CH:12][C:11]([CH:14]2[CH2:19][CH2:18][N:17]([C:20]([O:22][C:23]([CH3:24])([CH3:26])[CH3:25])=[O:21])[CH2:16][CH:15]2[O:27][CH2:29][C:30]2[CH:39]=[CH:38][C:37]3[C:32](=[CH:33][CH:34]=[CH:35][CH:36]=3)[CH:31]=2)=[CH:10][CH:9]=1, predict the reactants needed to synthesize it. The reactants are: [O:1]1[CH2:5][CH2:4][O:3][CH:2]1[CH2:6][O:7][C:8]1[CH:13]=[CH:12][C:11]([CH:14]2[CH2:19][CH2:18][N:17]([C:20]([O:22][C:23]([CH3:26])([CH3:25])[CH3:24])=[O:21])[CH2:16][CH:15]2[OH:27])=[CH:10][CH:9]=1.Br[CH2:29][C:30]1[CH:39]=[CH:38][C:37]2[C:32](=[CH:33][CH:34]=[CH:35][CH:36]=2)[CH:31]=1.